Predict the reactants needed to synthesize the given product. From a dataset of Full USPTO retrosynthesis dataset with 1.9M reactions from patents (1976-2016). (1) Given the product [CH:7]([C:6]1[CH:9]=[C:2]([C:26]2[CH:27]=[CH:28][C:23]([C:21]#[N:22])=[CH:24][CH:25]=2)[CH:3]=[CH:4][C:5]=1[OH:10])=[O:8], predict the reactants needed to synthesize it. The reactants are: Br[C:2]1[CH:3]=[CH:4][C:5]([O:10][Si](C(C)C)(C(C)C)C(C)C)=[C:6]([CH:9]=1)[CH:7]=[O:8].[C:21]([C:23]1[CH:28]=[CH:27][C:26](B(O)O)=[CH:25][CH:24]=1)#[N:22].C(=O)([O-])[O-].[K+].[K+]. (2) Given the product [CH2:36]([O:23][C:22](=[O:25])[N:2]([CH2:3][CH2:4][CH2:5][N:6]1[C:7]2[CH:8]=[CH:9][CH:10]=[CH:11][C:12]=2[CH2:13][CH2:14][C:15]2[CH:20]=[CH:19][CH:18]=[CH:17][C:16]1=2)[CH3:1])[CH2:28][CH2:29][CH2:30][CH2:31][CH2:32][CH2:33][CH3:34], predict the reactants needed to synthesize it. The reactants are: [CH3:1][NH:2][CH2:3][CH2:4][CH2:5][N:6]1[C:16]2[CH:17]=[CH:18][CH:19]=[CH:20][C:15]=2[CH2:14][CH2:13][C:12]2[CH:11]=[CH:10][CH:9]=[CH:8][C:7]1=2.Cl.[C:22](=[O:25])([O-])[O-:23].[K+].[K+].[CH2:28]([C:36](Cl)(Cl)Cl)[CH2:29][CH2:30][CH2:31][CH2:32][CH2:33][CH2:34]C. (3) Given the product [Cl:21][C:22]1[CH:23]=[C:24]([CH:27]=[C:28]([C:30]2[CH:35]=[CH:34][CH:33]=[CH:32][N:31]=2)[CH:29]=1)[CH2:25][N:1]1[CH:2]([C:11]2[C:12]([O:19][CH3:20])=[CH:13][CH:14]=[CH:15][C:16]=2[O:17][CH3:18])[CH2:3][CH:4]([CH3:10])[C:5]1=[O:7], predict the reactants needed to synthesize it. The reactants are: [NH2:1][CH:2]([C:11]1[C:16]([O:17][CH3:18])=[CH:15][CH:14]=[CH:13][C:12]=1[O:19][CH3:20])[CH2:3][CH:4]([CH3:10])[C:5]([O:7]CC)=O.[Cl:21][C:22]1[CH:23]=[C:24]([CH:27]=[C:28]([C:30]2[CH:35]=[CH:34][CH:33]=[CH:32][N:31]=2)[CH:29]=1)[CH:25]=O. (4) Given the product [F:41][C:38]1([F:40])[O:37][C:36]2[CH:42]=[CH:43][C:33]([CH:32]=[CH:31][C:28]3[O:29][CH:30]=[C:26]([CH2:25][O:16][C:13]4[CH:12]=[CH:11][C:10]([CH2:9][CH2:8][CH2:7][CH2:6][N:1]5[CH:5]=[CH:4][N:3]=[N:2]5)=[CH:15][CH:14]=4)[N:27]=3)=[CH:34][C:35]=2[O:39]1, predict the reactants needed to synthesize it. The reactants are: [N:1]1([CH2:6][CH2:7][CH2:8][CH2:9][C:10]2[CH:15]=[CH:14][C:13]([OH:16])=[CH:12][CH:11]=2)[CH:5]=[CH:4][N:3]=[N:2]1.CN(C)C=O.[H-].[Na+].Cl[CH2:25][C:26]1[N:27]=[C:28]([CH:31]=[CH:32][C:33]2[CH:43]=[CH:42][C:36]3[O:37][C:38]([F:41])([F:40])[O:39][C:35]=3[CH:34]=2)[O:29][CH:30]=1. (5) Given the product [CH2:1]([O:8][CH2:9][CH:10]([NH:14][C:15]([CH:17]([O:22][C:23]([N:25]1[CH2:26][CH2:27][O:28][CH2:29][CH2:30]1)=[O:24])[CH2:18][CH:19]([CH3:21])[CH3:20])=[O:16])[C:11]#[N:12])[C:2]1[CH:7]=[CH:6][CH:5]=[CH:4][CH:3]=1, predict the reactants needed to synthesize it. The reactants are: [CH2:1]([O:8][CH2:9][CH:10]([NH:14][C:15]([CH:17]([O:22][C:23]([N:25]1[CH2:30][CH2:29][O:28][CH2:27][CH2:26]1)=[O:24])[CH2:18][CH:19]([CH3:21])[CH3:20])=[O:16])[C:11](=O)[NH2:12])[C:2]1[CH:7]=[CH:6][CH:5]=[CH:4][CH:3]=1.N1C(Cl)=NC(Cl)=NC=1Cl. (6) Given the product [C:41]([Si:38]([CH3:40])([CH3:39])[O:27][C:24]([C:19]1[CH:20]=[CH:21][CH:22]=[CH:23][C:18]=1[C:16]1[CH:15]=[CH:14][C:12]2[NH:13][C:9]([CH2:8][O:7][C:6]3[CH:28]=[CH:29][C:3]([C:2]([F:1])([F:30])[F:31])=[CH:4][CH:5]=3)=[N:10][C:11]=2[CH:17]=1)=[CH:25][CH3:26])([CH3:44])([CH3:43])[CH3:42], predict the reactants needed to synthesize it. The reactants are: [F:1][C:2]([F:31])([F:30])[C:3]1[CH:29]=[CH:28][C:6]([O:7][CH2:8][C:9]2[NH:13][C:12]3[CH:14]=[CH:15][C:16]([C:18]4[CH:23]=[CH:22][CH:21]=[CH:20][C:19]=4[C:24](=[O:27])[CH2:25][CH3:26])=[CH:17][C:11]=3[N:10]=2)=[CH:5][CH:4]=1.FC(F)(F)S(O[Si:38]([C:41]([CH3:44])([CH3:43])[CH3:42])([CH3:40])[CH3:39])(=O)=O.C(N(CC)CC)C.